Task: Predict the reaction yield, written as a fraction of the theoretical maximum amount of product (1.0 means a 100% yield; for example, 0.34 means a 34% yield).. Dataset: Reaction yield outcomes from USPTO patents with 853,638 reactions (1) The reactants are CC(OC(/N=N/C(OC(C)C)=O)=O)C.P(CCCC)(CCCC)CCCC.[CH2:28]([CH:30]1[CH:34]([C:35]2[N:39]3[C:40]4[CH:46]=[CH:45][N:44]([CH2:47][O:48][CH2:49][CH2:50][Si:51]([CH3:54])([CH3:53])[CH3:52])[C:41]=4[N:42]=[CH:43][C:38]3=[N:37][N:36]=2)[CH2:33][CH:32](O)[CH2:31]1)[CH3:29].[F:56][C:57]([F:61])([F:60])[CH2:58][SH:59]. The catalyst is C1COCC1. The product is [CH2:28]([CH:30]1[CH2:31][CH:32]([S:59][CH2:58][C:57]([F:61])([F:60])[F:56])[CH2:33][CH:34]1[C:35]1[N:39]2[C:40]3[CH:46]=[CH:45][N:44]([CH2:47][O:48][CH2:49][CH2:50][Si:51]([CH3:52])([CH3:54])[CH3:53])[C:41]=3[N:42]=[CH:43][C:38]2=[N:37][N:36]=1)[CH3:29]. The yield is 0.440. (2) The reactants are [Br:1][C:2]1[CH:7]=[CH:6][C:5]([CH2:8]Br)=[C:4]([F:10])[CH:3]=1.[C-:11]#[N:12].[Na+]. The catalyst is CN(C=O)C.O. The product is [Br:1][C:2]1[CH:7]=[CH:6][C:5]([CH2:8][C:11]#[N:12])=[C:4]([F:10])[CH:3]=1. The yield is 0.460. (3) The reactants are [CH3:1][O:2][C:3]1[CH:10]=[CH:9][C:6]([CH:7]=[O:8])=[CH:5][CH:4]=1.[C-]#N.[Na+]. The catalyst is CCO.O. The product is [OH:8][CH:7]([C:6]1[CH:9]=[CH:10][C:3]([O:2][CH3:1])=[CH:4][CH:5]=1)[C:7]([C:6]1[CH:9]=[CH:10][C:3]([O:2][CH3:1])=[CH:4][CH:5]=1)=[O:8]. The yield is 0.650.